This data is from Forward reaction prediction with 1.9M reactions from USPTO patents (1976-2016). The task is: Predict the product of the given reaction. The product is: [Br:1][C:2]1[S:3][C:4]([C:15]2[N:19]=[CH:18][N:17]([CH:26]3[CH2:27][CH2:28][CH2:29][CH2:30][O:25]3)[N:16]=2)=[C:5]([CH2:7][C:8]2[CH:13]=[CH:12][C:11]([Cl:14])=[CH:10][CH:9]=2)[N:6]=1. Given the reactants [Br:1][C:2]1[S:3][C:4]([C:15]2[NH:19][CH:18]=[N:17][N:16]=2)=[C:5]([CH2:7][C:8]2[CH:13]=[CH:12][C:11]([Cl:14])=[CH:10][CH:9]=2)[N:6]=1.O1CCCC1.[O:25]1[CH:30]=[CH:29][CH2:28][CH2:27][CH2:26]1.O.C1(C)C=CC(S(O)(=O)=O)=CC=1, predict the reaction product.